From a dataset of Catalyst prediction with 721,799 reactions and 888 catalyst types from USPTO. Predict which catalyst facilitates the given reaction. (1) Reactant: [CH3:1][CH:2]1[CH:6]([C:7]2[CH:12]=[CH:11][CH:10]=[CH:9][CH:8]=2)[C:5]2[CH:13]=[CH:14][C:15]([OH:20])=[C:16]([CH2:17][CH2:18][CH3:19])[C:4]=2[O:3]1.ClC1C(=O)C(C#N)=C(C#N)C(=O)C=1Cl.O. Product: [CH3:1][C:2]1[O:3][C:4]2[C:16]([CH2:17][CH2:18][CH3:19])=[C:15]([OH:20])[CH:14]=[CH:13][C:5]=2[C:6]=1[C:7]1[CH:12]=[CH:11][CH:10]=[CH:9][CH:8]=1. The catalyst class is: 12. (2) Reactant: [O:1]=[C:2]1[NH:7][C:6](=[S:8])[N:5]([CH2:9][C:10]([OH:12])=[O:11])[C:4]2[CH2:13][CH2:14][CH2:15][C:3]1=2.[OH-].[K+].C([O-])([O-])=O.[K+].[K+].[F:24][C:25]1[CH:32]=[CH:31][C:28]([CH2:29]Cl)=[CH:27][CH:26]=1.C(O)=O. Product: [F:24][C:25]1[CH:32]=[CH:31][C:28]([CH2:29][S:8][C:6]2[N:5]([CH2:9][C:10]([OH:12])=[O:11])[C:4]3[CH2:13][CH2:14][CH2:15][C:3]=3[C:2](=[O:1])[N:7]=2)=[CH:27][CH:26]=1. The catalyst class is: 657. (3) Reactant: [C:1]([O:5][C:6]([N:8]([CH3:55])[C@@H:9]([CH3:54])[C:10]([NH:12][C@@H:13]([C:49]([CH3:53])([S:51][CH3:52])[CH3:50])[C:14]([N:16]1[C@H:25]([C:26]([N:28]([CH2:38][C:39]2[CH:48]=[CH:47][C:42]([C:43]([O:45]C)=[O:44])=[CH:41][CH:40]=2)[C@@H:29]([C:31]2[CH:36]=[CH:35][CH:34]=[CH:33][C:32]=2[F:37])[CH3:30])=[O:27])[CH2:24][C:23]2[C:18](=[CH:19][CH:20]=[CH:21][CH:22]=2)[CH2:17]1)=[O:15])=[O:11])=[O:7])([CH3:4])([CH3:3])[CH3:2].[Li+].[OH-].Cl. Product: [C:1]([O:5][C:6]([N:8]([CH3:55])[C@@H:9]([CH3:54])[C:10]([NH:12][C@@H:13]([C:49]([CH3:53])([S:51][CH3:52])[CH3:50])[C:14]([N:16]1[C@H:25]([C:26]([N:28]([CH2:38][C:39]2[CH:40]=[CH:41][C:42]([C:43]([OH:45])=[O:44])=[CH:47][CH:48]=2)[C@@H:29]([C:31]2[CH:36]=[CH:35][CH:34]=[CH:33][C:32]=2[F:37])[CH3:30])=[O:27])[CH2:24][C:23]2[C:18](=[CH:19][CH:20]=[CH:21][CH:22]=2)[CH2:17]1)=[O:15])=[O:11])=[O:7])([CH3:4])([CH3:3])[CH3:2]. The catalyst class is: 36. (4) Reactant: Cl[C:2]1[C:7]([N+:8]([O-:10])=[O:9])=[CH:6][CH:5]=[C:4]([CH3:11])[N:3]=1.[S:12]1[C:16]2[CH:17]=[CH:18][CH:19]=[CH:20][C:15]=2[CH:14]=[C:13]1[CH:21]=[C:22]1[CH2:27][CH2:26][NH:25][CH2:24][CH2:23]1.C(N(CC)CC)C.O. Product: [CH3:11][C:4]1[N:3]=[C:2]([N:25]2[CH2:26][CH2:27][C:22](=[CH:21][C:13]3[S:12][C:16]4[CH:17]=[CH:18][CH:19]=[CH:20][C:15]=4[CH:14]=3)[CH2:23][CH2:24]2)[C:7]([N+:8]([O-:10])=[O:9])=[CH:6][CH:5]=1. The catalyst class is: 44.